This data is from Reaction yield outcomes from USPTO patents with 853,638 reactions. The task is: Predict the reaction yield, written as a fraction of the theoretical maximum amount of product (1.0 means a 100% yield; for example, 0.34 means a 34% yield). (1) The reactants are [CH3:1][C:2]1[C:6]2[C:7](=[O:19])[N:8]([CH2:11][CH2:12][N:13]3[CH2:18][CH2:17][O:16][CH2:15][CH2:14]3)[CH2:9][CH2:10][C:5]=2[NH:4][C:3]=1[CH:20]=O.[F:22][C:23]1[CH:24]=[C:25]2[C:29](=[C:30]([NH2:32])[CH:31]=1)[NH:28][C:27](=[O:33])[CH2:26]2. No catalyst specified. The product is [NH2:32][C:30]1[CH:31]=[C:23]([F:22])[CH:24]=[C:25]2[C:29]=1[NH:28][C:27](=[O:33])[C:26]2=[CH:20][C:3]1[NH:4][C:5]2[CH2:10][CH2:9][N:8]([CH2:11][CH2:12][N:13]3[CH2:14][CH2:15][O:16][CH2:17][CH2:18]3)[C:7](=[O:19])[C:6]=2[C:2]=1[CH3:1]. The yield is 0.438. (2) The reactants are Br[C:2]1[CH:3]=[C:4]([CH:18]=[CH:19][CH:20]=1)[C:5]([NH:7][CH2:8][CH2:9][CH2:10][N:11]1[CH2:16][CH2:15][N:14]([CH3:17])[CH2:13][CH2:12]1)=[O:6].[NH2:21][C:22]1[CH:23]=[C:24]([CH:34]=[CH:35][CH:36]=1)[C:25]([NH:27][C:28]1[CH:33]=[CH:32][N:31]=[CH:30][N:29]=1)=[O:26].CC(C1C=C(C(C)C)C(C2C=CC=CC=2P(C2CCCCC2)C2CCCCC2)=C(C(C)C)C=1)C.C([O-])([O-])=O.[K+].[K+]. The catalyst is CC(O)(C)C.C1C=CC(/C=C/C(/C=C/C2C=CC=CC=2)=O)=CC=1.C1C=CC(/C=C/C(/C=C/C2C=CC=CC=2)=O)=CC=1.C1C=CC(/C=C/C(/C=C/C2C=CC=CC=2)=O)=CC=1.[Pd].[Pd]. The product is [CH3:17][N:14]1[CH2:15][CH2:16][N:11]([CH2:10][CH2:9][CH2:8][NH:7][C:5](=[O:6])[C:4]2[CH:18]=[CH:19][CH:20]=[C:2]([NH:21][C:22]3[CH:36]=[CH:35][CH:34]=[C:24]([C:25](=[O:26])[NH:27][C:28]4[CH:33]=[CH:32][N:31]=[CH:30][N:29]=4)[CH:23]=3)[CH:3]=2)[CH2:12][CH2:13]1. The yield is 0.0700. (3) The reactants are Cl.[CH:2]1([C:5](=[NH:7])[NH2:6])[CH2:4][CH2:3]1.O=[C:9]([CH3:15])[CH2:10][C:11](OC)=[O:12].CO[Na]. The catalyst is CO.[O-]S([O-])=O.[Na+].[Na+]. The product is [CH:2]1([C:5]2[N:6]=[C:11]([OH:12])[CH:10]=[C:9]([CH3:15])[N:7]=2)[CH2:4][CH2:3]1. The yield is 0.980. (4) The product is [Si:6]([O:5][CH2:4][CH2:3][CH2:2][N:19]1[CH2:18][CH2:17][N:16]([C:20]([O:22][C:23]([CH3:25])([CH3:24])[CH3:26])=[O:21])[CH2:15][C:14]1=[O:13])([C:9]([CH3:12])([CH3:11])[CH3:10])([CH3:8])[CH3:7]. The yield is 0.800. The catalyst is C1COCC1.[Br-].C([N+](CCCC)(CCCC)CCCC)CCC. The reactants are Br[CH2:2][CH2:3][CH2:4][O:5][Si:6]([C:9]([CH3:12])([CH3:11])[CH3:10])([CH3:8])[CH3:7].[O:13]=[C:14]1[NH:19][CH2:18][CH2:17][N:16]([C:20]([O:22][C:23]([CH3:26])([CH3:25])[CH3:24])=[O:21])[CH2:15]1.[OH-].[K+]. (5) The reactants are Cl.[C:2]1([C:8]2[O:9][C:10]3[CH2:11][NH:12][CH2:13][CH2:14][C:15]=3[N:16]=2)[CH:7]=[CH:6][CH:5]=[CH:4][CH:3]=1.Br[C:18]1[CH:23]=[CH:22][CH:21]=[CH:20][N:19]=1.CCN(C(C)C)C(C)C. The catalyst is CN(C=O)C. The product is [C:2]1([C:8]2[O:9][C:10]3[CH2:11][N:12]([C:18]4[CH:23]=[CH:22][CH:21]=[CH:20][N:19]=4)[CH2:13][CH2:14][C:15]=3[N:16]=2)[CH:3]=[CH:4][CH:5]=[CH:6][CH:7]=1. The yield is 0.210. (6) The reactants are [NH2:1][C:2]1[C:11]2[C:6](=[CH:7][CH:8]=[CH:9][CH:10]=2)[CH:5]=[CH:4][C:3]=1[C:12]([OH:21])([C:17]([F:20])([F:19])[F:18])[C:13]([F:16])([F:15])[F:14].[Cl:22][C:23]1[CH:24]=[C:25]([CH:29]=[CH:30][C:31]=1[Cl:32])[C:26](Cl)=[O:27]. No catalyst specified. The product is [Cl:22][C:23]1[CH:24]=[C:25]([CH:29]=[CH:30][C:31]=1[Cl:32])[C:26]([NH:1][C:2]1[C:11]2[C:6](=[CH:7][CH:8]=[CH:9][CH:10]=2)[CH:5]=[CH:4][C:3]=1[C:12]([OH:21])([C:13]([F:14])([F:15])[F:16])[C:17]([F:18])([F:19])[F:20])=[O:27]. The yield is 0.130. (7) The reactants are [Cl:1][C:2]1[CH:3]=[C:4](I)[C:5]([NH2:8])=[N:6][CH:7]=1.C1COCC1.C(N(CC)CC)C.[CH3:22][Si:23]([C:26]#[CH:27])([CH3:25])[CH3:24]. The catalyst is [Cu](I)I.Cl[Pd](Cl)([P](C1C=CC=CC=1)(C1C=CC=CC=1)C1C=CC=CC=1)[P](C1C=CC=CC=1)(C1C=CC=CC=1)C1C=CC=CC=1.C(OCC)C. The product is [Cl:1][C:2]1[CH:3]=[C:4]([C:27]#[C:26][Si:23]([CH3:25])([CH3:24])[CH3:22])[C:5]([NH2:8])=[N:6][CH:7]=1. The yield is 1.00. (8) The reactants are [Cl:1][C:2]1[CH:7]=[CH:6][C:5](B(O)O)=[CH:4][CH:3]=1.I[CH2:12][C:13]([F:16])([F:15])[F:14].C([N:24]1[C:29](=[O:30])[C:28](Cl)=[C:27]([C:32]2[CH:37]=[CH:36][C:35]([S:38][CH3:39])=[CH:34][CH:33]=2)[CH:26]=[N:25]1)C1C=CC=CC=1.ClC1C=C(C=CC=1)C(OO)=[O:45]. No catalyst specified. The product is [F:14][C:13]([F:16])([F:15])[CH2:12][N:24]1[C:29](=[O:30])[C:28]([C:5]2[CH:6]=[CH:7][C:2]([Cl:1])=[CH:3][CH:4]=2)=[C:27]([C:32]2[CH:37]=[CH:36][C:35]([S:38]([CH3:39])=[O:45])=[CH:34][CH:33]=2)[CH:26]=[N:25]1. The yield is 0.700.